The task is: Predict the product of the given reaction.. This data is from Forward reaction prediction with 1.9M reactions from USPTO patents (1976-2016). (1) Given the reactants Br[C:2]1[N:7]=[C:6]([N:8]([CH:16]([CH3:18])[CH3:17])[C:9](=[O:15])[O:10][C:11]([CH3:14])([CH3:13])[CH3:12])[CH:5]=[CH:4][CH:3]=1.C1(P(C2C=CC=CC=2)C2C=CC=CC=2)C=CC=CC=1.O.[CH3:39][N:40](C=O)C, predict the reaction product. The product is: [C:39]([C:2]1[N:7]=[C:6]([N:8]([CH:16]([CH3:18])[CH3:17])[C:9](=[O:15])[O:10][C:11]([CH3:14])([CH3:13])[CH3:12])[CH:5]=[CH:4][CH:3]=1)#[N:40]. (2) The product is: [F:26][C:20]1[CH:21]=[C:22]([F:25])[CH:23]=[CH:24][C:19]=1[CH2:18][CH2:17][N:14]1[CH2:15][CH2:16][CH:11]([S:8]([C:5]2[CH:6]=[CH:7][C:2]([C:30]3[N:31]=[N:32][N:28]([CH3:27])[N:29]=3)=[CH:3][CH:4]=2)(=[O:10])=[O:9])[CH2:12][CH2:13]1. Given the reactants Br[C:2]1[CH:7]=[CH:6][C:5]([S:8]([CH:11]2[CH2:16][CH2:15][N:14]([CH2:17][CH2:18][C:19]3[CH:24]=[CH:23][C:22]([F:25])=[CH:21][C:20]=3[F:26])[CH2:13][CH2:12]2)(=[O:10])=[O:9])=[CH:4][CH:3]=1.[CH3:27][N:28]1[N:32]=[N:31][C:30]([Sn](CCCC)(CCCC)CCCC)=[N:29]1.O.CCOC(C)=O, predict the reaction product. (3) Given the reactants CO[C:3]([C:5]1[N:6]([CH3:26])[N:7]=[C:8]([O:10][CH2:11][C:12]2[C:13]([C:19]3[CH:24]=[CH:23][C:22]([F:25])=[CH:21][CH:20]=3)=[N:14][O:15][C:16]=2[CH2:17][OH:18])[CH:9]=1)=[O:4].[F:27][C:28]([F:32])([F:31])[CH2:29][NH2:30], predict the reaction product. The product is: [F:27][C:28]([F:32])([F:31])[CH2:29][NH:30][C:3]([C:5]1[N:6]([CH3:26])[N:7]=[C:8]([O:10][CH2:11][C:12]2[C:13]([C:19]3[CH:20]=[CH:21][C:22]([F:25])=[CH:23][CH:24]=3)=[N:14][O:15][C:16]=2[CH2:17][OH:18])[CH:9]=1)=[O:4]. (4) Given the reactants [CH:1]([O:4][C:5]([C:7]1[N:8]([CH:12]2[C:21]3[C:16](=[CH:17][C:18](OS(C(F)(F)F)(=O)=O)=[CH:19][CH:20]=3)[CH2:15][CH2:14][CH2:13]2)[CH:9]=[N:10][CH:11]=1)=[O:6])([CH3:3])[CH3:2].[F:30][C:31]1[CH:36]=[CH:35][C:34](B(O)O)=[CH:33][CH:32]=1.C(=O)([O-])[O-].[Na+].[Na+].CN(C=O)C, predict the reaction product. The product is: [CH:1]([O:4][C:5]([C:7]1[N:8]([CH:12]2[C:21]3[C:16](=[CH:17][C:18]([C:34]4[CH:35]=[CH:36][C:31]([F:30])=[CH:32][CH:33]=4)=[CH:19][CH:20]=3)[CH2:15][CH2:14][CH2:13]2)[CH:9]=[N:10][CH:11]=1)=[O:6])([CH3:2])[CH3:3]. (5) Given the reactants [C:1]([O:5][C:6](=[O:46])[NH:7][CH:8]1[CH2:11][N:10]([CH2:12][C:13]2[CH:18]=[CH:17][N:16]=[C:15]3[N:19](S(C4C=CC(C)=CC=4)(=O)=O)[C:20]([C:22]4[C:30]5[C:25](=[CH:26][C:27]([O:33][CH3:34])=[C:28]([O:31][CH3:32])[CH:29]=5)[N:24]([CH3:35])[CH:23]=4)=[CH:21][C:14]=23)[CH2:9]1)([CH3:4])([CH3:3])[CH3:2].[OH-].[K+], predict the reaction product. The product is: [C:1]([O:5][C:6](=[O:46])[NH:7][CH:8]1[CH2:9][N:10]([CH2:12][C:13]2[CH:18]=[CH:17][N:16]=[C:15]3[NH:19][C:20]([C:22]4[C:30]5[C:25](=[CH:26][C:27]([O:33][CH3:34])=[C:28]([O:31][CH3:32])[CH:29]=5)[N:24]([CH3:35])[CH:23]=4)=[CH:21][C:14]=23)[CH2:11]1)([CH3:4])([CH3:3])[CH3:2]. (6) Given the reactants Cl[C:2]1[N:7]=[C:6](Cl)[C:5]([S:9][CH3:10])=[C:4]([Cl:11])[N:3]=1.[CH3:12][O-:13].[Na+].[CH3:15][OH:16], predict the reaction product. The product is: [Cl:11][C:4]1[C:5]([S:9][CH3:10])=[C:6]([O:13][CH3:12])[N:7]=[C:2]([O:16][CH3:15])[N:3]=1. (7) Given the reactants [CH3:1][C:2]1[C:10]2[C:5](=[C:6]([CH3:11])[CH:7]=[CH:8][CH:9]=2)[NH:4][C:3]=1[C:12](OCC)=[O:13].[H-].[H-].[H-].[H-].[Li+].[Al+3], predict the reaction product. The product is: [CH3:1][C:2]1[C:10]2[C:5](=[C:6]([CH3:11])[CH:7]=[CH:8][CH:9]=2)[NH:4][C:3]=1[CH2:12][OH:13].